From a dataset of Reaction yield outcomes from USPTO patents with 853,638 reactions. Predict the reaction yield, written as a fraction of the theoretical maximum amount of product (1.0 means a 100% yield; for example, 0.34 means a 34% yield). The reactants are O[C:2]1[N:7]2[N:8]=[CH:9][CH:10]=[C:6]2[N:5]=[CH:4][C:3]=1[C:11]([O:13][CH2:14][CH3:15])=[O:12].[F:16][C:17]1[CH:23]=[CH:22][C:21]([F:24])=[CH:20][C:18]=1[NH2:19]. No catalyst specified. The product is [F:16][C:17]1[CH:23]=[CH:22][C:21]([F:24])=[CH:20][C:18]=1[NH:19][C:2]1[N:7]2[N:8]=[CH:9][CH:10]=[C:6]2[N:5]=[CH:4][C:3]=1[C:11]([O:13][CH2:14][CH3:15])=[O:12]. The yield is 0.560.